From a dataset of Reaction yield outcomes from USPTO patents with 853,638 reactions. Predict the reaction yield, written as a fraction of the theoretical maximum amount of product (1.0 means a 100% yield; for example, 0.34 means a 34% yield). (1) The catalyst is C1COCC1.O. The product is [CH2:6]([C:8]1([CH2:1][CH3:2])[C:9]2[CH:10]=[CH:11][CH:12]=[CH:13][C:14]=2[C:15]2[C:20]1=[CH:19][CH:18]=[CH:17][CH:16]=2)[CH3:7]. The yield is 0.680. The reactants are [CH2:1]([Li])[CH2:2]CC.[CH2:6]([CH:8]1[C:20]2[CH:19]=[CH:18][CH:17]=[CH:16][C:15]=2[C:14]2[C:9]1=[CH:10][CH:11]=[CH:12][CH:13]=2)[CH3:7].BrCC.Cl. (2) The reactants are C(O[C:4]([C:6]1[C:7]([C:11]2[NH:15][C:14]3[CH:16]=[CH:17][CH:18]=[CH:19][C:13]=3[N:12]=2)=[N:8][NH:9][CH:10]=1)=[O:5])C.[NH2:20][C:21]([CH3:25])([CH3:24])[CH2:22][OH:23].C(NC(C1C(C2NC3C=CC=CC=3N=2)=NNC=1)=O)(C)C. No catalyst specified. The product is [OH:23][CH2:22][C:21]([NH:20][C:4]([C:6]1[C:7]([C:11]2[NH:12][C:13]3[CH:19]=[CH:18][CH:17]=[CH:16][C:14]=3[N:15]=2)=[N:8][NH:9][CH:10]=1)=[O:5])([CH3:25])[CH3:24]. The yield is 0.260. (3) The reactants are Br[CH2:2]/[CH:3]=[CH:4]/[C:5]([NH:7][CH2:8][CH2:9][CH3:10])=[O:6].[OH:11][C:12]1[CH:19]=[CH:18][CH:17]=[C:16]([N+:20]([O-:22])=[O:21])[C:13]=1[C:14]#[N:15].C(=O)([O-])[O-].[K+].[K+].C1OCCOCCOCCOCCOCCOC1. The catalyst is CC(C)=O. The product is [C:14]([C:13]1[C:16]([N+:20]([O-:22])=[O:21])=[CH:17][CH:18]=[CH:19][C:12]=1[O:11][CH2:2]/[CH:3]=[CH:4]/[C:5]([NH:7][CH2:8][CH2:9][CH3:10])=[O:6])#[N:15]. The yield is 0.790. (4) The reactants are Br[C:2]1[CH:3]=[C:4]([CH3:9])[CH:5]=[C:6]([CH3:8])[CH:7]=1.[CH2:10]([NH2:16])[CH2:11][CH2:12][CH2:13][CH2:14][CH3:15]. No catalyst specified. The product is [CH2:10]([NH:16][C:2]1[CH:3]=[C:4]([CH3:9])[CH:5]=[C:6]([CH3:8])[CH:7]=1)[CH2:11][CH2:12][CH2:13][CH2:14][CH3:15]. The yield is 0.900. (5) The reactants are O=O.[C:3]([O:7][C:8]([N:10]1[CH2:15][CH2:14][C:13]([C:16]2[CH:21]=[CH:20][C:19]([F:22])=[CH:18][CH:17]=2)=[C:12]([C:23]([OH:25])=[O:24])[CH2:11]1)=[O:9])([CH3:6])([CH3:5])[CH3:4].C(N(CC)CC)C.[H][H]. The catalyst is COC(C)(C)C.CO. The product is [C:3]([O:7][C:8]([N:10]1[CH2:15][CH2:14][C@@H:13]([C:16]2[CH:17]=[CH:18][C:19]([F:22])=[CH:20][CH:21]=2)[C@@H:12]([C:23]([OH:25])=[O:24])[CH2:11]1)=[O:9])([CH3:6])([CH3:4])[CH3:5]. The yield is 0.890.